Dataset: Reaction yield outcomes from USPTO patents with 853,638 reactions. Task: Predict the reaction yield, written as a fraction of the theoretical maximum amount of product (1.0 means a 100% yield; for example, 0.34 means a 34% yield). (1) The catalyst is C(Cl)Cl. The yield is 0.650. The reactants are [Si:1]([O:18][CH2:19][C:20]1[CH:21]=[C:22]2[C:26](=[CH:27][C:28]=1[S:29]([CH3:32])(=[O:31])=[O:30])[N:25]([CH2:33][CH2:34][NH:35]C(=O)OC(C)(C)C)[C:24]([C:43](=O)[CH:44]([CH3:46])[CH3:45])=[CH:23]2)([C:14]([CH3:17])([CH3:16])[CH3:15])([C:8]1[CH:13]=[CH:12][CH:11]=[CH:10][CH:9]=1)[C:2]1[CH:7]=[CH:6][CH:5]=[CH:4][CH:3]=1.FC(F)(F)C(O)=O. The product is [Si:1]([O:18][CH2:19][C:20]1[C:28]([S:29]([CH3:32])(=[O:31])=[O:30])=[CH:27][C:26]2[N:25]3[CH2:33][CH2:34][N:35]=[C:43]([CH:44]([CH3:45])[CH3:46])[C:24]3=[CH:23][C:22]=2[CH:21]=1)([C:14]([CH3:16])([CH3:15])[CH3:17])([C:8]1[CH:9]=[CH:10][CH:11]=[CH:12][CH:13]=1)[C:2]1[CH:3]=[CH:4][CH:5]=[CH:6][CH:7]=1. (2) The reactants are [F:1][C:2]([F:12])([C:6]1[CH:11]=[CH:10][N:9]=[CH:8][N:7]=1)[C:3]([OH:5])=O.P(Cl)(Cl)(Cl)=O.Cl.[NH2:19][CH2:20][C:21]1[CH:29]=[C:28]2[C:24]([CH2:25][N:26]([CH:31]3[CH2:36][CH2:35][C:34](=[O:37])[NH:33][C:32]3=[O:38])[C:27]2=O)=[CH:23][CH:22]=1.C(=O)(O)[O-:40].[Na+]. The catalyst is N1C=CC=CC=1. The product is [O:38]=[C:32]1[CH:31]([N:26]2[CH2:27][C:28]3[C:24](=[CH:23][CH:22]=[C:21]([CH2:20][NH:19][C:3](=[O:5])[C:2]([F:1])([F:12])[C:6]4[CH:11]=[CH:10][N:9]=[CH:8][N:7]=4)[CH:29]=3)[C:25]2=[O:40])[CH2:36][CH2:35][C:34](=[O:37])[NH:33]1. The yield is 0.120. (3) The reactants are [CH2:1](O)[CH2:2][CH:3]([CH3:5])[CH3:4].C(N(CC)CC)C.CS(Cl)(=O)=O.O.[NH2:20][NH2:21].[P:22](=[O:26])([OH:25])([OH:24])[OH:23]. The catalyst is O1CCCC1.C(O)C.C(Cl)(Cl)Cl.O. The product is [P:22]([OH:26])([OH:25])([OH:24])=[O:23].[CH3:4][CH:3]([CH3:5])[CH2:2][CH2:1][NH:20][NH2:21]. The yield is 0.800. (4) The reactants are [C:1]([C:5]1[CH:10]=[CH:9][C:8]([OH:11])=[C:7]([Cl:12])[CH:6]=1)([CH3:4])([CH3:3])[CH3:2].CCN(CC)CC.Cl[C:21]([O:23][CH3:24])=[O:22]. The catalyst is ClCCl.CN(C1C=CN=CC=1)C. The product is [C:21](=[O:22])([O:23][CH3:24])[O:11][C:8]1[CH:9]=[CH:10][C:5]([C:1]([CH3:4])([CH3:2])[CH3:3])=[CH:6][C:7]=1[Cl:12]. The yield is 0.920. (5) The reactants are [C:1]([OH:10])(=[O:9])[C@H:2]([C@@H:4]([C:6]([OH:8])=O)[OH:5])[OH:3].[C:11](Cl)(=[O:15])[CH:12]([CH3:14])[CH3:13]. The catalyst is C1(C)C=CC=CC=1.CCOCC.CCCCCC. The product is [O:10]=[C:1]1[C@@H:2]([O:3][C:11](=[O:15])[CH:12]([CH3:14])[CH3:13])[C@H:4]([O:5][C:11](=[O:15])[CH:12]([CH3:14])[CH3:13])[C:6](=[O:8])[O:9]1. The yield is 0.710.